From a dataset of Forward reaction prediction with 1.9M reactions from USPTO patents (1976-2016). Predict the product of the given reaction. (1) Given the reactants [Cl:1][C:2]1[CH:11]=[C:10]2[C:5]([C:6]([N:12]3[CH2:17][CH2:16][NH:15][CH:14]([C:18]([NH2:20])=[O:19])[CH2:13]3)=[N:7][CH:8]=[N:9]2)=[CH:4][C:3]=1[C:21]#[N:22].CCN(CC)CC.[C:30](Cl)(=[O:33])[CH:31]=[CH2:32].O, predict the reaction product. The product is: [C:30]([N:15]1[CH2:16][CH2:17][N:12]([C:6]2[C:5]3[C:10](=[CH:11][C:2]([Cl:1])=[C:3]([C:21]#[N:22])[CH:4]=3)[N:9]=[CH:8][N:7]=2)[CH2:13][CH:14]1[C:18]([NH2:20])=[O:19])(=[O:33])[CH:31]=[CH2:32]. (2) Given the reactants [H-].[Na+].[OH:3][CH2:4][CH:5]1[CH2:7][CH:6]1[C:8]([O:10][CH2:11][CH3:12])=[O:9].CI.[CH2:15](Br)C=C.C(Cl)C1C=CC=CC=1, predict the reaction product. The product is: [CH3:15][O:3][CH2:4][CH:5]1[CH2:7][CH:6]1[C:8]([O:10][CH2:11][CH3:12])=[O:9]. (3) Given the reactants [CH3:1][O:2][C:3]1[N:8]2[N:9]=[C:10]([CH:12]=O)[CH:11]=[C:7]2[C:6]([CH2:14][CH2:15][C:16]2[CH:21]=[CH:20][N:19]=[CH:18][CH:17]=2)=[CH:5][CH:4]=1.C([O-])(=O)C.[Na+].Cl.[NH2:28]O.FC(F)(F)C(OC(=O)C(F)(F)F)=O.C(=O)([O-])O.[Na+], predict the reaction product. The product is: [CH3:1][O:2][C:3]1[N:8]2[N:9]=[C:10]([C:12]#[N:28])[CH:11]=[C:7]2[C:6]([CH2:14][CH2:15][C:16]2[CH:21]=[CH:20][N:19]=[CH:18][CH:17]=2)=[CH:5][CH:4]=1. (4) Given the reactants [CH3:1][O:2][CH2:3][CH2:4][O:5][C:6]1[CH:11]=[CH:10][C:9]([N+:12]([O-])=O)=[C:8]([N+:15]([O-])=O)[CH:7]=1.[O:18]1[CH2:23][CH2:22][N:21]([C:24]2[CH:29]=[CH:28][C:27]([NH:30][C:31]([C:33]3[CH:40]=[CH:39][C:36]([CH:37]=O)=[CH:35][CH:34]=3)=[O:32])=[CH:26][CH:25]=2)[CH2:20][CH2:19]1, predict the reaction product. The product is: [CH3:1][O:2][CH2:3][CH2:4][O:5][C:6]1[CH:11]=[CH:10][C:9]2[N:12]=[C:37]([C:36]3[CH:35]=[CH:34][C:33]([C:31]([NH:30][C:27]4[CH:26]=[CH:25][C:24]([N:21]5[CH2:20][CH2:19][O:18][CH2:23][CH2:22]5)=[CH:29][CH:28]=4)=[O:32])=[CH:40][CH:39]=3)[NH:15][C:8]=2[CH:7]=1.